Dataset: Catalyst prediction with 721,799 reactions and 888 catalyst types from USPTO. Task: Predict which catalyst facilitates the given reaction. (1) Reactant: [CH2:1]([O:3][C@@H:4]([CH2:10][C:11]1[CH:16]=[CH:15][C:14]([O:17][CH2:18][C:19]([N:21]([CH2:33][CH2:34][CH2:35][CH2:36][CH2:37][CH2:38][CH3:39])[CH2:22][C:23]2[N:24]([CH3:32])[C:25]3[C:30]([CH:31]=2)=[CH:29][CH:28]=[CH:27][CH:26]=3)=[O:20])=[CH:13][CH:12]=1)[C:5]([O:7]CC)=[O:6])[CH3:2].[Li+].[OH-]. Product: [CH2:1]([O:3][C@@H:4]([CH2:10][C:11]1[CH:12]=[CH:13][C:14]([O:17][CH2:18][C:19]([N:21]([CH2:33][CH2:34][CH2:35][CH2:36][CH2:37][CH2:38][CH3:39])[CH2:22][C:23]2[N:24]([CH3:32])[C:25]3[C:30]([CH:31]=2)=[CH:29][CH:28]=[CH:27][CH:26]=3)=[O:20])=[CH:15][CH:16]=1)[C:5]([OH:7])=[O:6])[CH3:2]. The catalyst class is: 1. (2) Reactant: C([NH:5][S:6]([C:9]1[S:10][C:11]([C:14]2[CH:19]=[CH:18][CH:17]=[C:16]([C:20]3[N:25]=[C:24]([CH3:26])[CH:23]=[C:22]([C:27]4[CH:28]=[N:29][C:30]([C:33]([F:36])([F:35])[F:34])=[CH:31][CH:32]=4)[N:21]=3)[CH:15]=2)=[CH:12][CH:13]=1)(=[O:8])=[O:7])(C)(C)C.C(O)(C(F)(F)F)=O. Product: [CH3:26][C:24]1[CH:23]=[C:22]([C:27]2[CH:28]=[N:29][C:30]([C:33]([F:35])([F:36])[F:34])=[CH:31][CH:32]=2)[N:21]=[C:20]([C:16]2[CH:15]=[C:14]([C:11]3[S:10][C:9]([S:6]([NH2:5])(=[O:8])=[O:7])=[CH:13][CH:12]=3)[CH:19]=[CH:18][CH:17]=2)[N:25]=1. The catalyst class is: 4. (3) Reactant: [F:1][C:2]1[CH:7]=[CH:6][C:5]([C:8]2[C:12]([C:13]([C:15]3[C:23]4[C:18](=[CH:19][C:20]([C:24](O)=[O:25])=[CH:21][CH:22]=4)[NH:17][CH:16]=3)=[O:14])=[C:11]([CH3:27])[O:10][N:9]=2)=[CH:4][CH:3]=1.CN(C)CCCN=C=NCC.O[N:40]1[C:44]2[CH:45]=[CH:46][CH:47]=CC=2N=N1.CCN(CC)CC.C1(N)CC1. Product: [CH:45]1([CH2:44][NH:40][C:24]([C:20]2[CH:19]=[C:18]3[C:23]([C:15]([C:13]([C:12]4[C:8]([C:5]5[CH:4]=[CH:3][C:2]([F:1])=[CH:7][CH:6]=5)=[N:9][O:10][C:11]=4[CH3:27])=[O:14])=[CH:16][NH:17]3)=[CH:22][CH:21]=2)=[O:25])[CH2:47][CH2:46]1. The catalyst class is: 3. (4) Reactant: Cl.Cl.[Br:3][C:4]1[CH:5]=[CH:6][C:7]2[C:8]3[N:17]([CH2:18][CH:19]4[CH2:24][CH2:23][NH:22][CH2:21][CH2:20]4)[C:16]([CH2:25][O:26][CH2:27][CH3:28])=[N:15][C:9]=3[C:10]([NH2:14])=[N:11][C:12]=2[CH:13]=1.C(N(CC)CC)C.[C:36](Cl)(=O)[CH:37]([CH3:39])[CH3:38].[C:42](OCC)(=[O:44])C. Product: [Br:3][C:4]1[CH:5]=[CH:6][C:7]2[C:8]3[N:17]([CH2:18][CH:19]4[CH2:24][CH2:23][N:22]([C:42]([CH2:36][CH:37]([CH3:39])[CH3:38])=[O:44])[CH2:21][CH2:20]4)[C:16]([CH2:25][O:26][CH2:27][CH3:28])=[N:15][C:9]=3[C:10]([NH2:14])=[N:11][C:12]=2[CH:13]=1. The catalyst class is: 22. (5) Reactant: [Cl:1][C:2]1[N:6]2[CH:7]=[CH:8][CH:9]=[C:10]([N:11]([CH3:19])[C:12](=[O:18])[O:13][C:14]([CH3:17])([CH3:16])[CH3:15])[C:5]2=[N:4][C:3]=1[C:20]([F:23])([F:22])[F:21].C1C(=O)N([Br:31])C(=O)C1.O. Product: [Br:31][C:7]1[N:6]2[C:2]([Cl:1])=[C:3]([C:20]([F:23])([F:21])[F:22])[N:4]=[C:5]2[C:10]([N:11]([CH3:19])[C:12](=[O:18])[O:13][C:14]([CH3:17])([CH3:16])[CH3:15])=[CH:9][CH:8]=1. The catalyst class is: 3. (6) Reactant: [C:1](Cl)([O:3][CH2:4][C:5]1[CH:10]=[CH:9][CH:8]=[CH:7][CH:6]=1)=[O:2].[CH2:12]([N:19]1[C:23](=[O:24])[CH:22]=[CH:21][C:20]1=[O:25])[C:13]1[CH:18]=[CH:17][CH:16]=[CH:15][CH:14]=1.[F:26][C:27]1[CH:39]=[CH:38][C:30]([CH:31]=[N:32][CH2:33][Si](C)(C)C)=[C:29]([CH3:40])[CH:28]=1. Product: [CH2:4]([O:3][C:1]([N:32]1[CH2:33][CH:22]2[CH:21]([C:20](=[O:25])[N:19]([CH2:12][C:13]3[CH:14]=[CH:15][CH:16]=[CH:17][CH:18]=3)[C:23]2=[O:24])[CH:31]1[C:30]1[CH:38]=[CH:39][C:27]([F:26])=[CH:28][C:29]=1[CH3:40])=[O:2])[C:5]1[CH:10]=[CH:9][CH:8]=[CH:7][CH:6]=1. The catalyst class is: 1. (7) Product: [CH3:1][C:16]1[C:10]2[N:11]=[C:12]([C:14]#[N:15])[S:13][C:9]=2[CH:8]=[C:7]([N+:4]([O-:6])=[O:5])[CH:17]=1. The catalyst class is: 100. Reactant: [CH3:1][O-].[Na+].[N+:4]([C:7]1[CH:17]=[CH:16][C:10]2[N:11]=[C:12]([C:14]#[N:15])[S:13][C:9]=2[CH:8]=1)([O-:6])=[O:5]. (8) Reactant: Cl[C:2]1[C:11]([CH3:12])=[C:10]([Cl:13])[C:9]2[C:4](=[CH:5][C:6]([F:15])=[CH:7][C:8]=2[F:14])[N:3]=1.[CH3:16][C:17]1[C:18]([Sn](CCCC)(CCCC)CCCC)=[N:19][CH:20]=[CH:21][CH:22]=1. Product: [Cl:13][C:10]1[C:9]2[C:4](=[CH:5][C:6]([F:15])=[CH:7][C:8]=2[F:14])[N:3]=[C:2]([C:18]2[C:17]([CH3:16])=[CH:22][CH:21]=[CH:20][N:19]=2)[C:11]=1[CH3:12]. The catalyst class is: 11. (9) Reactant: [CH:1]1([NH:7][C:8]2[C:13]([CH:14]=[O:15])=[CH:12][N:11]=[C:10]3[N:16]([CH2:19][O:20][CH2:21][CH2:22][Si:23]([CH3:26])([CH3:25])[CH3:24])[CH:17]=[CH:18][C:9]=23)[CH2:6][CH2:5][CH2:4][CH2:3][CH2:2]1.[BH4-].[Na+].O. Product: [CH:1]1([NH:7][C:8]2[C:13]([CH2:14][OH:15])=[CH:12][N:11]=[C:10]3[N:16]([CH2:19][O:20][CH2:21][CH2:22][Si:23]([CH3:26])([CH3:25])[CH3:24])[CH:17]=[CH:18][C:9]=23)[CH2:2][CH2:3][CH2:4][CH2:5][CH2:6]1. The catalyst class is: 5. (10) The catalyst class is: 12. Reactant: C([O:3][C:4]([C:6]1[CH:11]=[N:10][N:9]2[C:12]([C:30]([N:32]3[CH2:37][CH2:36][N:35]([C:38]([O:40][C:41]([CH3:44])([CH3:43])[CH3:42])=[O:39])[CH2:34][CH2:33]3)=[O:31])=[C:13]([CH2:21][C:22]3[CH:27]=[CH:26][CH:25]=[C:24]([F:28])[C:23]=3[CH3:29])[C:14]([C:15]3[CH:20]=[CH:19][CH:18]=[CH:17][CH:16]=3)=[C:8]2[CH:7]=1)=[O:5])C.[OH-].[Li+]. Product: [C:41]([O:40][C:38]([N:35]1[CH2:34][CH2:33][N:32]([C:30]([C:12]2[N:9]3[N:10]=[CH:11][C:6]([C:4]([OH:5])=[O:3])=[CH:7][C:8]3=[C:14]([C:15]3[CH:16]=[CH:17][CH:18]=[CH:19][CH:20]=3)[C:13]=2[CH2:21][C:22]2[CH:27]=[CH:26][CH:25]=[C:24]([F:28])[C:23]=2[CH3:29])=[O:31])[CH2:37][CH2:36]1)=[O:39])([CH3:44])([CH3:43])[CH3:42].